Dataset: NCI-60 drug combinations with 297,098 pairs across 59 cell lines. Task: Regression. Given two drug SMILES strings and cell line genomic features, predict the synergy score measuring deviation from expected non-interaction effect. Drug 1: CC1=C(C=C(C=C1)NC2=NC=CC(=N2)N(C)C3=CC4=NN(C(=C4C=C3)C)C)S(=O)(=O)N.Cl. Drug 2: C1C(C(OC1N2C=C(C(=O)NC2=O)F)CO)O. Cell line: LOX IMVI. Synergy scores: CSS=54.0, Synergy_ZIP=5.85, Synergy_Bliss=3.64, Synergy_Loewe=-31.4, Synergy_HSA=5.29.